Task: Predict which catalyst facilitates the given reaction.. Dataset: Catalyst prediction with 721,799 reactions and 888 catalyst types from USPTO (1) Reactant: [NH2:1][C:2]1[CH:10]=[C:9]([F:11])[CH:8]=[C:7]([F:12])[C:3]=1[C:4]([NH2:6])=[O:5].[CH2:13]([O:20][C:21]1[C:28]([CH3:29])=[CH:27][C:24]([CH:25]=O)=[CH:23][C:22]=1[CH3:30])[C:14]1[CH:19]=[CH:18][CH:17]=[CH:16][CH:15]=1.OS([O-])=O.[Na+].CC1C=CC(S(O)(=O)=O)=CC=1. Product: [CH2:13]([O:20][C:21]1[C:22]([CH3:30])=[CH:23][C:24]([C:25]2[NH:6][C:4](=[O:5])[C:3]3[C:2](=[CH:10][C:9]([F:11])=[CH:8][C:7]=3[F:12])[N:1]=2)=[CH:27][C:28]=1[CH3:29])[C:14]1[CH:15]=[CH:16][CH:17]=[CH:18][CH:19]=1. The catalyst class is: 80. (2) Reactant: C(O[CH:6](N(C)C)[N:7]([CH3:9])[CH3:8])(C)(C)C.[Cl:13][C:14]1[CH:19]=[CH:18][C:17]([N:20]2[C:29](=[O:30])[C:28]3[C:23](=[CH:24][CH:25]=[CH:26][CH:27]=3)[N:22]=[C:21]2[C:31]2[CH:36]=[CH:35][C:34]([CH3:37])=[C:33]([N+:38]([O-:40])=[O:39])[CH:32]=2)=[CH:16][CH:15]=1. Product: [Cl:13][C:14]1[CH:19]=[CH:18][C:17]([N:20]2[C:29](=[O:30])[C:28]3[C:23](=[CH:24][CH:25]=[CH:26][CH:27]=3)[N:22]=[C:21]2[C:31]2[CH:36]=[CH:35][C:34](/[CH:37]=[CH:6]/[N:7]([CH3:9])[CH3:8])=[C:33]([N+:38]([O-:40])=[O:39])[CH:32]=2)=[CH:16][CH:15]=1. The catalyst class is: 3. (3) Reactant: Cl[C:2]([O:4][C:5]1[CH:10]=[CH:9][C:8]([N+:11]([O-:13])=[O:12])=[CH:7][CH:6]=1)=[O:3].[CH3:14][NH:15][C:16]([C:18]1[CH:22]=[C:21]([CH2:23][OH:24])[O:20][N:19]=1)=[O:17].N1C=CC=CC=1. Product: [C:2](=[O:3])([O:4][C:5]1[CH:6]=[CH:7][C:8]([N+:11]([O-:13])=[O:12])=[CH:9][CH:10]=1)[O:24][CH2:23][C:21]1[O:20][N:19]=[C:18]([C:16](=[O:17])[NH:15][CH3:14])[CH:22]=1. The catalyst class is: 4. (4) Reactant: [C:1]([C:5]1[CH:10]=[CH:9][C:8]([C:11]2[C:19]3[C:14](=[CH:15][CH:16]=[CH:17][CH:18]=3)[N:13]([CH2:20][C:21]3[CH:22]=[C:23]([C:28]4[CH:33]=[CH:32][C:31]([OH:34])=[CH:30][CH:29]=4)[CH:24]=[CH:25][C:26]=3[CH3:27])[C:12]=2[C:35]([O:37]CC)=[O:36])=[CH:7][CH:6]=1)([CH3:4])([CH3:3])[CH3:2].[OH-].[Na+].Cl. Product: [CH3:4][C:1]([C:5]1[CH:6]=[CH:7][C:8]([C:11]2[C:19]3[C:14](=[CH:15][CH:16]=[CH:17][CH:18]=3)[N:13]([CH2:20][C:21]3[CH:22]=[C:23]([C:28]4[CH:33]=[CH:32][C:31]([OH:34])=[CH:30][CH:29]=4)[CH:24]=[CH:25][C:26]=3[CH3:27])[C:12]=2[C:35]([OH:37])=[O:36])=[CH:9][CH:10]=1)([CH3:2])[CH3:3]. The catalyst class is: 36. (5) Reactant: [Cl:1][C:2]1[N:3]=[N:4][C:5]([Cl:9])=[C:6](Cl)[N:7]=1.[F:10][C:11]1[C:18]([F:19])=[CH:17][CH:16]=[CH:15][C:12]=1[CH2:13][NH2:14].CCN(C(C)C)C(C)C. Product: [Cl:1][C:2]1[N:3]=[N:4][C:5]([Cl:9])=[C:6]([NH:14][CH2:13][C:12]2[CH:15]=[CH:16][CH:17]=[C:18]([F:19])[C:11]=2[F:10])[N:7]=1. The catalyst class is: 296.